From a dataset of Forward reaction prediction with 1.9M reactions from USPTO patents (1976-2016). Predict the product of the given reaction. (1) Given the reactants N([O-])=O.[Na+].[CH3:5][C:6]1[CH:12]=[C:11]([S:13]([N:16]2[CH2:21][CH2:20][N:19]([CH3:22])[CH2:18][CH2:17]2)(=[O:15])=[O:14])[CH:10]=[CH:9][C:7]=1N.[BrH:23], predict the reaction product. The product is: [Br:23][C:7]1[CH:9]=[CH:10][C:11]([S:13]([N:16]2[CH2:21][CH2:20][N:19]([CH3:22])[CH2:18][CH2:17]2)(=[O:15])=[O:14])=[CH:12][C:6]=1[CH3:5]. (2) Given the reactants [CH:1]([C:3]1[O:4][C:5](B(O)O)=[CH:6][CH:7]=1)=[O:2].[CH3:11][CH:12]([NH:14][CH2:15][CH2:16][CH2:17][N:18]1[C:27]([S:28][C:29]2[CH:34]=[C:33]3[O:35][CH2:36][O:37][C:32]3=[CH:31][C:30]=2I)=[N:26][C:20]2[C:21]([NH2:25])=[N:22][CH:23]=[N:24][C:19]1=2)[CH3:13].C([O-])(O)=O.[Na+].CN(C=O)C, predict the reaction product. The product is: [NH2:25][C:21]1[N:22]=[CH:23][N:24]=[C:19]2[C:20]=1[N:26]=[C:27]([S:28][C:29]1[C:30]([C:5]3[O:4][C:3]([CH:1]=[O:2])=[CH:7][CH:6]=3)=[CH:31][C:32]3[O:37][CH2:36][O:35][C:33]=3[CH:34]=1)[N:18]2[CH2:17][CH2:16][CH2:15][NH:14][CH:12]([CH3:11])[CH3:13]. (3) Given the reactants [CH3:1][O:2][C:3]([C:5]1[CH:10]=[CH:9][CH:8]=[C:7]([C:11]2[CH:12]=[N:13][NH:14][CH:15]=2)[N:6]=1)=[O:4].Br[CH2:17][CH2:18][CH2:19][Cl:20].C([O-])([O-])=O.[Cs+].[Cs+], predict the reaction product. The product is: [CH3:1][O:2][C:3]([C:5]1[CH:10]=[CH:9][CH:8]=[C:7]([C:11]2[CH:15]=[N:14][N:13]([CH2:17][CH2:18][CH2:19][Cl:20])[CH:12]=2)[N:6]=1)=[O:4]. (4) Given the reactants Br[CH2:2][CH2:3][N:4]1[CH:8]=[C:7]([NH:9][C:10]([C:12]2[CH:13]=[N:14][N:15]3[CH:20]=[CH:19][CH:18]=[N:17][C:16]=23)=[O:11])[C:6]([C:21]2[CH:26]=[C:25]([Cl:27])[CH:24]=[CH:23][C:22]=2[O:28][CH:29]([F:31])[F:30])=[N:5]1.[N:32]1[CH:37]=[CH:36][CH:35]=[C:34]([CH2:38][NH2:39])[CH:33]=1, predict the reaction product. The product is: [Cl:27][C:25]1[CH:24]=[CH:23][C:22]([O:28][CH:29]([F:31])[F:30])=[C:21]([C:6]2[C:7]([NH:9][C:10]([C:12]3[CH:13]=[N:14][N:15]4[CH:20]=[CH:19][CH:18]=[N:17][C:16]=34)=[O:11])=[CH:8][N:4]([CH2:3][CH2:2][NH:39][CH2:38][C:34]3[CH:33]=[N:32][CH:37]=[CH:36][CH:35]=3)[N:5]=2)[CH:26]=1.